This data is from Catalyst prediction with 721,799 reactions and 888 catalyst types from USPTO. The task is: Predict which catalyst facilitates the given reaction. (1) The catalyst class is: 46. Product: [CH:39]([O:43][C:44]([N:46]1[CH2:47][CH2:48][CH:49]([N:52]2[C:56]3=[N:57][CH:58]=[N:59][C:60]([O:61][C:62]4[CH:67]=[CH:66][CH:65]=[CH:64][C:63]=4[C:68]#[N:69])=[C:55]3[CH:54]=[N:53]2)[CH2:50][CH2:51]1)=[O:45])([CH3:41])[CH3:40]. Reactant: ClC(OC(C)C)=O.FC(F)(F)C(O)=O.N1CCC(N2C3=NC=NC(OC4C=CC=CC=4C#N)=C3C=N2)CC1.[C:39]([O:43][C:44]([N:46]1[CH2:51][CH2:50][CH:49]([N:52]2[C:56]3=[N:57][CH:58]=[N:59][C:60]([O:61][C:62]4[CH:67]=[CH:66][CH:65]=[CH:64][C:63]=4[C:68]#[N:69])=[C:55]3[CH:54]=[N:53]2)[CH2:48][CH2:47]1)=[O:45])(C)([CH3:41])[CH3:40].FC(F)(F)C(O)=O.C(OC1C=CC(OC2N=CN=C3N(C4CCNCC4)N=CC=23)=C(F)C=1)C.C(N(C(C)C)CC)(C)C. (2) Reactant: I[C:2]1[C:10]2[C:5](=[CH:6][CH:7]=[C:8]([NH:11][S:12]([C:15]3[CH:20]=[CH:19][CH:18]=[CH:17][C:16]=3[S:21]([CH3:24])(=[O:23])=[O:22])(=[O:14])=[O:13])[CH:9]=2)[N:4](C(OC(C)(C)C)=O)[N:3]=1.[N:32]1[C:41]2[C:36](=[CH:37][CH:38]=[CH:39][C:40]=2B(O)O)[CH:35]=[CH:34][CH:33]=1.C(=O)([O-])O.[Na+]. Product: [CH3:24][S:21]([C:16]1[CH:17]=[CH:18][CH:19]=[CH:20][C:15]=1[S:12]([NH:11][C:8]1[CH:9]=[C:10]2[C:5](=[CH:6][CH:7]=1)[NH:4][N:3]=[C:2]2[C:40]1[CH:39]=[CH:38][CH:37]=[C:36]2[C:41]=1[N:32]=[CH:33][CH:34]=[CH:35]2)(=[O:14])=[O:13])(=[O:22])=[O:23]. The catalyst class is: 9. (3) Reactant: [Cl:1][C:2]1[S:6][C:5]([NH:7][S:8]([C:11]2[CH:16]=[CH:15][C:14]([O:17][C:18]3[CH:23]=[CH:22][C:21]([F:24])=[CH:20][C:19]=3I)=[C:13]([C:26]#[N:27])[CH:12]=2)(=[O:10])=[O:9])=[N:4][CH:3]=1.CC1(C)C(C)(C)OB([C:36]2[CH:37]=[N:38][NH:39][CH:40]=2)O1.C(=O)([O-])[O-].[Na+].[Na+]. Product: [Cl:1][C:2]1[S:6][C:5]([NH:7][S:8]([C:11]2[CH:16]=[CH:15][C:14]([O:17][C:18]3[CH:23]=[CH:22][C:21]([F:24])=[CH:20][C:19]=3[C:36]3[CH:37]=[N:38][NH:39][CH:40]=3)=[C:13]([C:26]#[N:27])[CH:12]=2)(=[O:10])=[O:9])=[N:4][CH:3]=1. The catalyst class is: 35. (4) Reactant: [CH3:1][C:2]1([CH3:16])[C@@H:4]([C:5]([O:7][CH3:8])=[O:6])[C@@H:3]1[CH:9]([OH:15])C(OO)(C)C. Product: [CH3:1][C:2]1([CH3:16])[C@@H:4]([C:5]([O:7][CH3:8])=[O:6])[C@@H:3]1[CH:9]=[O:15]. The catalyst class is: 11. (5) Reactant: [F:1][C:2]([F:29])([F:28])[C:3]1[CH:4]=[C:5]([CH:25]=[CH:26][CH:27]=1)[CH2:6][NH:7][C:8](=[O:24])[C:9]1[CH:14]=[CH:13][N:12]=[C:11]([C:15]2[CH:20]=[CH:19][CH:18]=[CH:17][C:16]=2[N+:21]([O-])=O)[CH:10]=1.C(O)(=O)C. Product: [F:28][C:2]([F:1])([F:29])[C:3]1[CH:4]=[C:5]([CH:25]=[CH:26][CH:27]=1)[CH2:6][NH:7][C:8](=[O:24])[C:9]1[CH:14]=[CH:13][N:12]=[C:11]([C:15]2[CH:20]=[CH:19][CH:18]=[CH:17][C:16]=2[NH2:21])[CH:10]=1. The catalyst class is: 190. (6) Reactant: C(O)(C(F)(F)F)=O.[Cl:8][C:9]1[CH:14]=[CH:13][C:12](/[CH:15]=[CH:16]/[C:17]([N:19]2[CH2:24][CH2:23][N:22]([CH2:25][C:26]([O:28]C(C)(C)C)=[O:27])[CH2:21][C@H:20]2[CH3:33])=[O:18])=[C:11]([CH2:34][N:35]2[N:39]=[N:38][C:37]([CH3:40])=[N:36]2)[CH:10]=1. Product: [Cl:8][C:9]1[CH:14]=[CH:13][C:12](/[CH:15]=[CH:16]/[C:17]([N:19]2[CH2:24][CH2:23][N:22]([CH2:25][C:26]([OH:28])=[O:27])[CH2:21][C@H:20]2[CH3:33])=[O:18])=[C:11]([CH2:34][N:35]2[N:39]=[N:38][C:37]([CH3:40])=[N:36]2)[CH:10]=1. The catalyst class is: 2.